This data is from Forward reaction prediction with 1.9M reactions from USPTO patents (1976-2016). The task is: Predict the product of the given reaction. (1) The product is: [OH:5][C:6]1([C:14]2[CH:15]=[N:16][CH:17]=[C:18]([C:20]3[CH:25]=[C:24]([NH:26][C:27]4[N:32]=[C:31]([C:33]([F:36])([F:35])[F:34])[CH:30]=[CH:29][N:28]=4)[CH:23]=[C:22]([CH3:37])[CH:21]=3)[CH:19]=2)[CH2:10][CH2:9][CH:8]([C:11]([OH:13])=[O:12])[CH2:7]1. Given the reactants [OH-].[K+].CO.[OH:5][C:6]1([C:14]2[CH:15]=[N:16][CH:17]=[C:18]([C:20]3[CH:25]=[C:24]([NH:26][C:27]4[N:32]=[C:31]([C:33]([F:36])([F:35])[F:34])[CH:30]=[CH:29][N:28]=4)[CH:23]=[C:22]([CH3:37])[CH:21]=3)[CH:19]=2)[CH2:10][CH2:9][CH:8]([C:11]([O-:13])=[O:12])[CH2:7]1, predict the reaction product. (2) Given the reactants Br[C:2]1[CH:3]=[CH:4][C:5]([NH2:8])=[N:6][CH:7]=1.[OH:9][C:10]1[CH:11]=[C:12]([CH:17]=[CH:18][CH:19]=1)[C:13]([O:15][CH3:16])=[O:14].CN(C)CC(O)=O.C([O-])([O-])=O.[Cs+].[Cs+], predict the reaction product. The product is: [NH2:8][C:5]1[N:6]=[CH:7][C:2]([O:9][C:10]2[CH:11]=[C:12]([CH:17]=[CH:18][CH:19]=2)[C:13]([O:15][CH3:16])=[O:14])=[CH:3][CH:4]=1. (3) Given the reactants [F:1][C:2]1[C:10]([N+:11]([O-:13])=[O:12])=[CH:9][CH:8]=[C:7]2[C:3]=1[C:4]([CH3:16])([CH3:15])[C:5](=[O:14])[NH:6]2.[H-].[Na+].Br[CH2:20][CH:21]1[CH2:23][CH2:22]1.[Cl-].[NH4+], predict the reaction product. The product is: [CH:21]1([CH2:20][N:6]2[C:7]3[C:3](=[C:2]([F:1])[C:10]([N+:11]([O-:13])=[O:12])=[CH:9][CH:8]=3)[C:4]([CH3:16])([CH3:15])[C:5]2=[O:14])[CH2:23][CH2:22]1. (4) Given the reactants [CH2:1]([O:3][C:4](=[O:28])[CH2:5][NH:6][CH2:7][CH2:8][NH:9][S:10]([C:13]1[S:14][C:15]([C:18]2[CH:23]=[CH:22][C:21]([Cl:24])=[CH:20][C:19]=2[N+:25]([O-:27])=[O:26])=[N:16][N:17]=1)(=[O:12])=[O:11])[CH3:2].[CH3:29][O:30][C:31]1[CH:55]=[CH:54][C:34]([CH2:35][O:36][C:37]([NH:39][C:40]2[NH:41][C:42](=[O:53])[C:43]3[N:44]=[CH:45][N:46]([CH2:49][C:50](O)=[O:51])[C:47]=3[N:48]=2)=[O:38])=[CH:33][CH:32]=1, predict the reaction product. The product is: [CH2:1]([O:3][C:4](=[O:28])[CH2:5][N:6]([CH2:7][CH2:8][NH:9][S:10]([C:13]1[S:14][C:15]([C:18]2[CH:23]=[CH:22][C:21]([Cl:24])=[CH:20][C:19]=2[N+:25]([O-:27])=[O:26])=[N:16][N:17]=1)(=[O:12])=[O:11])[C:50](=[O:51])[CH2:49][N:46]1[CH:45]=[N:44][C:43]2[C:42](=[O:53])[NH:41][C:40]([NH:39][C:37]([O:36][CH2:35][C:34]3[CH:54]=[CH:55][C:31]([O:30][CH3:29])=[CH:32][CH:33]=3)=[O:38])=[N:48][C:47]1=2)[CH3:2]. (5) Given the reactants [O:1]([C:8]1[CH:9]=[CH:10][C:11]([CH3:14])=[N:12][CH:13]=1)[C:2]1[CH:7]=[CH:6][CH:5]=[CH:4][CH:3]=1.C1C=C(Cl)C=C(C(OO)=[O:23])C=1.S(S([O-])=O)([O-])(=O)=O.[Na+].[Na+], predict the reaction product. The product is: [CH3:14][C:11]1[CH:10]=[CH:9][C:8]([O:1][C:2]2[CH:3]=[CH:4][CH:5]=[CH:6][CH:7]=2)=[CH:13][N+:12]=1[O-:23]. (6) Given the reactants Cl[C:2]1[CH:7]=[C:6]([Cl:8])[N:5]=[CH:4][N:3]=1.[CH:9]1[C:18]2[CH:17]=[CH:16][CH:15]=[C:14]([NH2:19])[C:13]=2[CH:12]=[CH:11][N:10]=1.CC(C)([O-])C.[Na+], predict the reaction product. The product is: [Cl:8][C:6]1[N:5]=[CH:4][N:3]=[C:2]([NH:19][C:14]2[C:13]3[CH:12]=[CH:11][N:10]=[CH:9][C:18]=3[CH:17]=[CH:16][CH:15]=2)[CH:7]=1. (7) Given the reactants [Br:1][C:2]1[CH:7]=[C:6]([F:8])[CH:5]=[CH:4][C:3]=1[S:9]([NH:12][C:13]1[C:22]([C:23]([O:25]C)=[O:24])=[C:21]2[C:16]([C:17]3[CH:30]=[CH:29][O:28][C:18]=3[C:19](=[O:27])[NH:20]2)=[CH:15][CH:14]=1)(=[O:11])=[O:10].[I-].[Li+], predict the reaction product. The product is: [Br:1][C:2]1[CH:7]=[C:6]([F:8])[CH:5]=[CH:4][C:3]=1[S:9]([NH:12][C:13]1[C:22]([C:23]([OH:25])=[O:24])=[C:21]2[C:16]([C:17]3[CH:30]=[CH:29][O:28][C:18]=3[C:19](=[O:27])[NH:20]2)=[CH:15][CH:14]=1)(=[O:11])=[O:10]. (8) Given the reactants [Cl:1][C:2]1[CH:7]=[CH:6][CH:5]=[C:4]([Cl:8])[C:3]=1[NH:9][C:10]([NH:12][C:13]1[S:14][C:15]([CH3:25])=[CH:16][C:17]=1[C:18]([O:20]C(C)(C)C)=[O:19])=[O:11].C(O)(C(F)(F)F)=O, predict the reaction product. The product is: [Cl:1][C:2]1[CH:7]=[CH:6][CH:5]=[C:4]([Cl:8])[C:3]=1[NH:9][C:10]([NH:12][C:13]1[S:14][C:15]([CH3:25])=[CH:16][C:17]=1[C:18]([OH:20])=[O:19])=[O:11].